This data is from Reaction yield outcomes from USPTO patents with 853,638 reactions. The task is: Predict the reaction yield, written as a fraction of the theoretical maximum amount of product (1.0 means a 100% yield; for example, 0.34 means a 34% yield). (1) The reactants are [F:1][C:2]1[CH:3]=[CH:4][CH:5]=[C:6]2[C:11]=1[CH2:10][C:9](=O)[CH2:8][CH2:7]2.[N+:13]([C:16]1[CH:21]=[CH:20][CH:19]=[CH:18][C:17]=1[S:22]([N:25]([CH2:35][C:36]1[CH:41]=[CH:40][CH:39]=[CH:38][N:37]=1)[CH2:26][C:27]1[CH:32]=[CH:31][C:30]([CH2:33][NH2:34])=[CH:29][CH:28]=1)(=[O:24])=[O:23])([O-:15])=[O:14].[BH-](OC(C)=O)(OC(C)=O)OC(C)=O.[Na+]. The catalyst is C(Cl)Cl.C(O)(=O)C. The product is [N+:13]([C:16]1[CH:21]=[CH:20][CH:19]=[CH:18][C:17]=1[S:22]([N:25]([CH2:35][C:36]1[CH:41]=[CH:40][CH:39]=[CH:38][N:37]=1)[CH2:26][C:27]1[CH:32]=[CH:31][C:30]([CH2:33][NH:34][CH:9]2[CH2:8][CH2:7][C:6]3[C:11](=[C:2]([F:1])[CH:3]=[CH:4][CH:5]=3)[CH2:10]2)=[CH:29][CH:28]=1)(=[O:23])=[O:24])([O-:15])=[O:14]. The yield is 0.920. (2) The reactants are [F:1][C:2]1[CH:7]=[CH:6][C:5]([N:8]2[C:17]3[C:12](=[N:13][CH:14]=[C:15]([CH2:18][C:19]4[CH:24]=[CH:23][C:22]([F:25])=[CH:21][CH:20]=4)[CH:16]=3)[C:11]([OH:26])=[C:10]([C:27](OCC)=[O:28])[C:9]2=[O:32])=[CH:4][CH:3]=1.[NH2:33][CH2:34][CH2:35][NH:36][C:37](=[O:39])[CH3:38]. No catalyst specified. The product is [C:37]([NH:36][CH2:35][CH2:34][NH:33][C:27]([C:10]1[C:9](=[O:32])[N:8]([C:5]2[CH:6]=[CH:7][C:2]([F:1])=[CH:3][CH:4]=2)[C:17]2[C:12]([C:11]=1[OH:26])=[N:13][CH:14]=[C:15]([CH2:18][C:19]1[CH:20]=[CH:21][C:22]([F:25])=[CH:23][CH:24]=1)[CH:16]=2)=[O:28])(=[O:39])[CH3:38]. The yield is 0.570. (3) The reactants are [C:1]([N:4]1[C:12](=O)[C:11]2[C:6](=[CH:7]C=CC=2)C1=O)(=[S:3])C.[N:15]1[CH:20]=[CH:19]C=[CH:17][C:16]=1[S:21]CCN. The catalyst is C(Cl)(Cl)Cl. The product is [N:4]1[CH:12]=[CH:11][CH:6]=[CH:7][C:1]=1[S:3][CH2:19][CH2:20][NH:15][C:16](=[S:21])[CH3:17]. The yield is 0.580.